From a dataset of Catalyst prediction with 721,799 reactions and 888 catalyst types from USPTO. Predict which catalyst facilitates the given reaction. (1) Reactant: [F:1][C:2]1[CH:7]=[CH:6][C:5]([C:8]([F:11])([F:10])[F:9])=[CH:4][C:3]=1[NH:12][C:13]([NH:15][C:16]1[CH:21]=[CH:20][C:19]([C:22]2[S:26][C:25]([C:27]3([OH:32])[CH2:31][CH2:30][NH:29][CH2:28]3)=[N:24][CH:23]=2)=[CH:18][CH:17]=1)=[O:14].[C:33](O)(=O)C.C=O. Product: [F:1][C:2]1[CH:7]=[CH:6][C:5]([C:8]([F:10])([F:11])[F:9])=[CH:4][C:3]=1[NH:12][C:13]([NH:15][C:16]1[CH:17]=[CH:18][C:19]([C:22]2[S:26][C:25]([C:27]3([OH:32])[CH2:31][CH2:30][N:29]([CH3:33])[CH2:28]3)=[N:24][CH:23]=2)=[CH:20][CH:21]=1)=[O:14]. The catalyst class is: 5. (2) Reactant: C(OC(=O)[NH:7][CH:8]1[CH2:17][C:16]2[C:11](=[CH:12][N:13]=[CH:14][CH:15]=2)[NH:10][C:9]1=[O:18])(C)(C)C.[ClH:20]. Product: [ClH:20].[ClH:20].[NH2:7][CH:8]1[CH2:17][C:16]2[C:11](=[CH:12][N:13]=[CH:14][CH:15]=2)[NH:10][C:9]1=[O:18]. The catalyst class is: 2. (3) Reactant: [CH2:1]([O:8][C:9]1[C:14]2[N:15]=[C:16]([C:18]3[N:19]=[C:20]4[N:24]([CH:25]=3)[N:23]=[C:22](Br)[S:21]4)[O:17][C:13]=2[CH:12]=[C:11]([O:27][CH3:28])[CH:10]=1)[C:2]1[CH:7]=[CH:6][CH:5]=[CH:4][CH:3]=1.[CH3:29][O-:30].[Na+]. Product: [CH2:1]([O:8][C:9]1[C:14]2[N:15]=[C:16]([C:18]3[N:19]=[C:20]4[N:24]([CH:25]=3)[N:23]=[C:22]([O:30][CH3:29])[S:21]4)[O:17][C:13]=2[CH:12]=[C:11]([O:27][CH3:28])[CH:10]=1)[C:2]1[CH:7]=[CH:6][CH:5]=[CH:4][CH:3]=1. The catalyst class is: 5. (4) Reactant: [CH3:1][C:2]1[CH:10]=[CH:9][C:8]([CH3:11])=[C:7]2[C:3]=1[CH2:4][CH2:5][C:6]2=O.[BH4-].[Na+].CO.CC1C=CC(S(O)(=O)=O)=CC=1. Product: [CH3:1][C:2]1[CH:10]=[CH:9][C:8]([CH3:11])=[C:7]2[C:3]=1[CH:4]=[CH:5][CH2:6]2. The catalyst class is: 182. (5) Product: [ClH:16].[OH:2][C:3]1[CH:4]=[C:5]([CH2:9][CH2:10][NH2:11])[CH:6]=[CH:7][CH:8]=1. Reactant: C[O:2][C:3]1[CH:4]=[C:5]([CH2:9][CH2:10][NH2:11])[CH:6]=[CH:7][CH:8]=1.B(Br)(Br)Br.[ClH:16].CO. The catalyst class is: 61.